Task: Predict which catalyst facilitates the given reaction.. Dataset: Catalyst prediction with 721,799 reactions and 888 catalyst types from USPTO (1) Reactant: [CH:1]1([C:4](=O)[CH2:5][C:6]#[N:7])[CH2:3][CH2:2]1.C([O-])(=O)C.[Na+].[CH2:14]([NH:16][NH2:17])[CH3:15].C([O-])(=O)C([O-])=O. Product: [CH:1]1([C:4]2[CH:5]=[C:6]([NH2:7])[N:16]([CH2:14][CH3:15])[N:17]=2)[CH2:3][CH2:2]1. The catalyst class is: 8. (2) Reactant: [OH:1][C:2]1[CH:3]=[C:4]([C:9]([C@@H:11]2[C@:20]3([CH3:21])[C@H:15]([C:16]([CH3:23])([CH3:22])[CH2:17][CH2:18][CH2:19]3)[CH2:14][C@@H:13]([NH:24]/[C:25](=[N:34]/C(OC(C)(C)C)=O)/[NH:26]C(=O)OC(C)(C)C)[C@H:12]2[CH3:42])=[O:10])[CH:5]=[C:6]([OH:8])[CH:7]=1.FC(F)(F)C(O)=O. Product: [OH:1][C:2]1[CH:3]=[C:4]([C:9]([C@@H:11]2[C@:20]3([CH3:21])[C@H:15]([C:16]([CH3:23])([CH3:22])[CH2:17][CH2:18][CH2:19]3)[CH2:14][C@@H:13]([NH:24][C:25]([NH2:34])=[NH:26])[C@H:12]2[CH3:42])=[O:10])[CH:5]=[C:6]([OH:8])[CH:7]=1. The catalyst class is: 2. (3) Product: [CH3:28][C:26]1[N:27]=[C:19]2[N:18]([C@H:29]3[CH2:30][CH2:31][C@H:32]([O:35][CH2:36][C:37](=[O:38])[CH3:44])[CH2:33][CH2:34]3)[C:17](=[O:43])[C:16]([CH2:15][C:12]3[CH:13]=[CH:14][C:9]([C:4]4[C:3]([C:1]#[N:2])=[CH:8][CH:7]=[CH:6][CH:5]=4)=[CH:10][CH:11]=3)=[C:21]([CH2:22][CH2:23][CH3:24])[N:20]2[N:25]=1. The catalyst class is: 7. Reactant: [C:1]([C:3]1[CH:8]=[CH:7][CH:6]=[CH:5][C:4]=1[C:9]1[CH:14]=[CH:13][C:12]([CH2:15][C:16]2[C:17](=[O:43])[N:18]([C@H:29]3[CH2:34][CH2:33][C@H:32]([O:35][CH2:36][C:37](N(OC)C)=[O:38])[CH2:31][CH2:30]3)[C:19]3[N:20]([N:25]=[C:26]([CH3:28])[N:27]=3)[C:21]=2[CH2:22][CH2:23][CH3:24])=[CH:11][CH:10]=1)#[N:2].[CH3:44][Mg]Br.Cl. (4) Reactant: [Cl:1][C:2]1[CH:17]=[CH:16][CH:15]=[CH:14][C:3]=1[CH2:4][O:5][C:6]1[CH:11]=[CH:10][CH:9]=[CH:8][C:7]=1[CH2:12]O.[BrH:18].[C:19]1([PH+:25]([C:32]2[CH:37]=[CH:36][CH:35]=[CH:34][CH:33]=2)[C:26]2[CH:31]=[CH:30][CH:29]=[CH:28][CH:27]=2)[CH:24]=[CH:23][CH:22]=[CH:21][CH:20]=1. Product: [Br-:18].[Cl:1][C:2]1[CH:17]=[CH:16][CH:15]=[CH:14][C:3]=1[CH2:4][O:5][C:6]1[CH:11]=[CH:10][CH:9]=[CH:8][C:7]=1[CH2:12][P+:25]([C:26]1[CH:27]=[CH:28][CH:29]=[CH:30][CH:31]=1)([C:32]1[CH:37]=[CH:36][CH:35]=[CH:34][CH:33]=1)[C:19]1[CH:20]=[CH:21][CH:22]=[CH:23][CH:24]=1. The catalyst class is: 10. (5) Reactant: [CH3:1][C:2]1[C:15]([N+:16]([O-])=O)=[CH:14][CH:13]=[CH:12][C:3]=1[CH2:4][N:5]1[CH2:10][CH2:9][N:8]([CH3:11])[CH2:7][CH2:6]1.CCO. Product: [CH3:1][C:2]1[C:3]([CH2:4][N:5]2[CH2:6][CH2:7][N:8]([CH3:11])[CH2:9][CH2:10]2)=[CH:12][CH:13]=[CH:14][C:15]=1[NH2:16]. The catalyst class is: 19.